Task: Predict which catalyst facilitates the given reaction.. Dataset: Catalyst prediction with 721,799 reactions and 888 catalyst types from USPTO (1) The catalyst class is: 10. Reactant: [CH3:1][O:2][C:3](=[O:18])[CH2:4][C:5]1[C:6]([CH3:17])=[N:7][NH:8][C:9]=1[C:10]1[CH:15]=[CH:14][C:13]([Cl:16])=[CH:12][CH:11]=1.Br[C:20]1[S:24][CH:23]=[N:22][CH:21]=1.C(=NO)C1C(=CC=CC=1)O.C([O-])([O-])=O.[Cs+].[Cs+]. Product: [CH3:1][O:2][C:3](=[O:18])[CH2:4][C:5]1[C:6]([CH3:17])=[N:7][N:8]([C:20]2[S:24][CH:23]=[N:22][CH:21]=2)[C:9]=1[C:10]1[CH:15]=[CH:14][C:13]([Cl:16])=[CH:12][CH:11]=1. (2) Reactant: [F:1][C:2]1[CH:18]=[CH:17][CH:16]=[C:15]([F:19])[C:3]=1[C:4]([NH:6][C:7]1[S:11][CH:10]=[N:9][C:8]=1[C:12]([OH:14])=O)=[O:5].[C:20]1([NH2:27])[CH:25]=[CH:24][CH:23]=[CH:22][C:21]=1[NH2:26].[CH2:28](Cl)CCl.[CH:32]1[CH:33]=[CH:34][C:35]2N(O)N=N[C:36]=2[CH:37]=1.C[CH2:43][O:44]C(C)=O. Product: [NH2:26][C:21]1[CH:22]=[CH:23][CH:24]=[CH:25][C:20]=1[NH:27][C:12]([C:8]1[N:9]=[CH:10][S:11][C:7]=1[N:6]([C:4](=[O:5])[C:3]1[C:15]([F:19])=[CH:16][CH:17]=[CH:18][C:2]=1[F:1])[CH2:28][C:36]1[CH:37]=[CH:32][C:33]([O:44][CH3:43])=[CH:34][CH:35]=1)=[O:14]. The catalyst class is: 2. (3) Reactant: [C:1]([CH2:9][C:10]#[N:11])(=[O:8])[C:2]1[CH:7]=[CH:6][CH:5]=[CH:4][CH:3]=1.[H-].[Al+3].[Li+].[H-].[H-].[H-]. Product: [NH2:11][CH2:10][CH2:9][CH:1]([C:2]1[CH:7]=[CH:6][CH:5]=[CH:4][CH:3]=1)[OH:8]. The catalyst class is: 1. (4) Reactant: Cl[C:2]1[CH:11]=[CH:10][C:9]2[C:4](=[CH:5][CH:6]=[C:7]([CH2:12][O:13][C:14]3[CH:19]=[C:18]([C:20]4([O:26][CH3:27])[CH2:25][CH2:24][O:23][CH2:22][CH2:21]4)[CH:17]=[C:16]([F:28])[CH:15]=3)[CH:8]=2)[N:3]=1.[N-:29]=[N+:30]=[N-:31].[Na+]. Product: [F:28][C:16]1[CH:15]=[C:14]([CH:19]=[C:18]([C:20]2([O:26][CH3:27])[CH2:21][CH2:22][O:23][CH2:24][CH2:25]2)[CH:17]=1)[O:13][CH2:12][C:7]1[CH:8]=[C:9]2[C:4](=[CH:5][CH:6]=1)[N:3]1[N:29]=[N:30][N:31]=[C:2]1[CH:11]=[CH:10]2. The catalyst class is: 173.